Predict the product of the given reaction. From a dataset of Forward reaction prediction with 1.9M reactions from USPTO patents (1976-2016). Given the reactants C[O:2][C:3]([C:5]1[CH:14]=[C:13]([O:15][CH2:16][C:17](=[O:27])[NH:18][C:19]2[CH:24]=[CH:23][CH:22]=[C:21]([CH2:25][OH:26])[CH:20]=2)[C:12]2[C:7](=[CH:8][C:9]([Cl:28])=[CH:10][CH:11]=2)[CH:6]=1)=[O:4].[Li+].[OH-], predict the reaction product. The product is: [Cl:28][C:9]1[CH:8]=[C:7]2[C:12]([C:13]([O:15][CH2:16][C:17](=[O:27])[NH:18][C:19]3[CH:24]=[CH:23][CH:22]=[C:21]([CH2:25][OH:26])[CH:20]=3)=[CH:14][C:5]([C:3]([OH:4])=[O:2])=[CH:6]2)=[CH:11][CH:10]=1.